From a dataset of NCI-60 drug combinations with 297,098 pairs across 59 cell lines. Regression. Given two drug SMILES strings and cell line genomic features, predict the synergy score measuring deviation from expected non-interaction effect. (1) Drug 1: CC1=C(C=C(C=C1)NC(=O)C2=CC=C(C=C2)CN3CCN(CC3)C)NC4=NC=CC(=N4)C5=CN=CC=C5. Drug 2: COC1=NC(=NC2=C1N=CN2C3C(C(C(O3)CO)O)O)N. Cell line: U251. Synergy scores: CSS=-0.0140, Synergy_ZIP=1.41, Synergy_Bliss=2.39, Synergy_Loewe=-0.207, Synergy_HSA=-2.00. (2) Drug 1: CC(C)(C#N)C1=CC(=CC(=C1)CN2C=NC=N2)C(C)(C)C#N. Drug 2: CC1=C(C=C(C=C1)C(=O)NC2=CC(=CC(=C2)C(F)(F)F)N3C=C(N=C3)C)NC4=NC=CC(=N4)C5=CN=CC=C5. Cell line: NCI-H226. Synergy scores: CSS=-1.35, Synergy_ZIP=-0.318, Synergy_Bliss=-2.77, Synergy_Loewe=-2.18, Synergy_HSA=-2.55. (3) Drug 1: CCC1=CC2CC(C3=C(CN(C2)C1)C4=CC=CC=C4N3)(C5=C(C=C6C(=C5)C78CCN9C7C(C=CC9)(C(C(C8N6C)(C(=O)OC)O)OC(=O)C)CC)OC)C(=O)OC.C(C(C(=O)O)O)(C(=O)O)O. Drug 2: CC1=C(C=C(C=C1)C(=O)NC2=CC(=CC(=C2)C(F)(F)F)N3C=C(N=C3)C)NC4=NC=CC(=N4)C5=CN=CC=C5. Cell line: SK-MEL-2. Synergy scores: CSS=35.1, Synergy_ZIP=-1.56, Synergy_Bliss=-4.43, Synergy_Loewe=-23.8, Synergy_HSA=-5.73. (4) Drug 1: C1CCC(C1)C(CC#N)N2C=C(C=N2)C3=C4C=CNC4=NC=N3. Drug 2: CC1=C(N=C(N=C1N)C(CC(=O)N)NCC(C(=O)N)N)C(=O)NC(C(C2=CN=CN2)OC3C(C(C(C(O3)CO)O)O)OC4C(C(C(C(O4)CO)O)OC(=O)N)O)C(=O)NC(C)C(C(C)C(=O)NC(C(C)O)C(=O)NCCC5=NC(=CS5)C6=NC(=CS6)C(=O)NCCC[S+](C)C)O. Cell line: HOP-92. Synergy scores: CSS=11.5, Synergy_ZIP=-5.20, Synergy_Bliss=-5.71, Synergy_Loewe=-33.4, Synergy_HSA=-4.41. (5) Drug 1: C1CN1P(=S)(N2CC2)N3CC3. Drug 2: CCC1(CC2CC(C3=C(CCN(C2)C1)C4=CC=CC=C4N3)(C5=C(C=C6C(=C5)C78CCN9C7C(C=CC9)(C(C(C8N6C=O)(C(=O)OC)O)OC(=O)C)CC)OC)C(=O)OC)O.OS(=O)(=O)O. Cell line: LOX IMVI. Synergy scores: CSS=30.7, Synergy_ZIP=-9.46, Synergy_Bliss=-2.53, Synergy_Loewe=-1.35, Synergy_HSA=-0.529. (6) Drug 1: CC1=C2C(C(=O)C3(C(CC4C(C3C(C(C2(C)C)(CC1OC(=O)C(C(C5=CC=CC=C5)NC(=O)OC(C)(C)C)O)O)OC(=O)C6=CC=CC=C6)(CO4)OC(=O)C)O)C)O. Drug 2: CN(CC1=CN=C2C(=N1)C(=NC(=N2)N)N)C3=CC=C(C=C3)C(=O)NC(CCC(=O)O)C(=O)O. Cell line: SK-MEL-28. Synergy scores: CSS=16.7, Synergy_ZIP=2.14, Synergy_Bliss=7.21, Synergy_Loewe=-3.75, Synergy_HSA=4.12.